This data is from Reaction yield outcomes from USPTO patents with 853,638 reactions. The task is: Predict the reaction yield, written as a fraction of the theoretical maximum amount of product (1.0 means a 100% yield; for example, 0.34 means a 34% yield). (1) The reactants are [NH:1]1[C:9]2[C:4](=[CH:5][C:6]([NH:10][C:11]3[C:20]4[C:15](=[CH:16][C:17]([O:29][CH3:30])=[CH:18][C:19]=4[O:21][CH:22]4[CH2:27][CH2:26][N:25]([CH3:28])[CH2:24][CH2:23]4)[N:14]=[CH:13][N:12]=3)=[CH:7][CH:8]=2)[CH:3]=[CH:2]1.[N:31]1[CH:36]=[CH:35][CH:34]=[CH:33][C:32]=1[CH2:37]Cl. No catalyst specified. The product is [CH3:30][O:29][C:17]1[CH:16]=[C:15]2[C:20]([C:11]([NH:10][C:6]3[CH:5]=[C:4]4[C:9](=[CH:8][CH:7]=3)[N:1]([CH2:37][C:32]3[CH:33]=[CH:34][CH:35]=[CH:36][N:31]=3)[CH:2]=[CH:3]4)=[N:12][CH:13]=[N:14]2)=[C:19]([O:21][CH:22]2[CH2:23][CH2:24][N:25]([CH3:28])[CH2:26][CH2:27]2)[CH:18]=1. The yield is 0.350. (2) The product is [Cl:1][C:2]1[CH:3]=[C:4]2[C:9](=[CH:10][C:11]=1[O:12][C:13]1[CH:18]=[CH:17][C:16]([C:19](=[O:32])[NH:20][CH:21]([CH2:30][OH:31])[CH2:22][C:23]3[CH:28]=[CH:27][C:26]([Cl:29])=[CH:25][CH:24]=3)=[CH:15][CH:14]=1)[O:8][CH2:7][CH2:6][CH:5]2[C:33]([O-:35])=[O:34].[Na+:38]. The catalyst is CO. The reactants are [Cl:1][C:2]1[CH:3]=[C:4]2[C:9](=[CH:10][C:11]=1[O:12][C:13]1[CH:18]=[CH:17][C:16]([C:19](=[O:32])[NH:20][CH:21]([CH2:30][OH:31])[CH2:22][C:23]3[CH:28]=[CH:27][C:26]([Cl:29])=[CH:25][CH:24]=3)=[CH:15][CH:14]=1)[O:8][CH2:7][CH2:6][CH:5]2[C:33]([OH:35])=[O:34].C[O-].[Na+:38]. The yield is 0.959.